Dataset: Catalyst prediction with 721,799 reactions and 888 catalyst types from USPTO. Task: Predict which catalyst facilitates the given reaction. (1) Reactant: [CH2:1]([NH:5][CH2:6][CH2:7][NH2:8])[CH2:2][CH2:3][CH3:4].C(O[C:12](=[O:18])[C:13]([O:15]CC)=O)C. Product: [CH2:1]([N:5]1[CH2:6][CH2:7][NH:8][C:12](=[O:18])[C:13]1=[O:15])[CH2:2][CH2:3][CH3:4]. The catalyst class is: 32. (2) Reactant: C[Al](C)C.[CH:5]([NH2:8])([CH3:7])[CH3:6].C[O:10][C:11](=O)[C:12]1[CH:17]=[CH:16][C:15]([O:18][CH2:19][C:20]2[C:21]([CH2:26][CH2:27][C:28]([F:31])([F:30])[F:29])=[N:22][O:23][C:24]=2[CH3:25])=[N:14][CH:13]=1. Product: [CH:5]([O:23][CH:24]([CH3:25])[CH3:20])([CH3:7])[CH3:6].[CH:5]([NH:8][C:11](=[O:10])[C:12]1[CH:17]=[CH:16][C:15]([O:18][CH2:19][C:20]2[C:21]([CH2:26][CH2:27][C:28]([F:31])([F:29])[F:30])=[N:22][O:23][C:24]=2[CH3:25])=[N:14][CH:13]=1)([CH3:7])[CH3:6]. The catalyst class is: 857. (3) The catalyst class is: 51. Reactant: Cl[C:2]1[N:11]=[C:10]([NH:12][C:13]2[N:14]=[CH:15][N:16]([CH3:18])[CH:17]=2)[C:9]2[C:4](=[N:5][CH:6]=[CH:7][N:8]=2)[N:3]=1.Cl.[F:20][C:21]1[CH:22]=[N:23][C:24]([C@@H:27]([NH2:29])[CH3:28])=[N:25][CH:26]=1.CCN(C(C)C)C(C)C. Product: [F:20][C:21]1[CH:22]=[N:23][C:24]([C@@H:27]([NH:29][C:2]2[N:11]=[C:10]([NH:12][C:13]3[N:14]=[CH:15][N:16]([CH3:18])[CH:17]=3)[C:9]3[C:4](=[N:5][CH:6]=[CH:7][N:8]=3)[N:3]=2)[CH3:28])=[N:25][CH:26]=1.